Dataset: Reaction yield outcomes from USPTO patents with 853,638 reactions. Task: Predict the reaction yield, written as a fraction of the theoretical maximum amount of product (1.0 means a 100% yield; for example, 0.34 means a 34% yield). (1) The reactants are [F:1][C:2]1[CH:3]=[C:4]([C:8]2[C:12]([CH2:13][O:14][C:15]3[CH:23]=[CH:22][C:18]([C:19]([OH:21])=O)=[CH:17][N:16]=3)=[C:11]([CH3:24])[O:10][N:9]=2)[CH:5]=[CH:6][CH:7]=1.F[B-](F)(F)F.[N:30]1(OC(N(C)C)=[N+](C)C)[C:34]2[CH:35]=CC=C[C:33]=2N=N1.C(N(CC)C(C)C)(C)C.C(N)(C)C. The catalyst is CN(C=O)C. The product is [F:1][C:2]1[CH:3]=[C:4]([C:8]2[C:12]([CH2:13][O:14][C:15]3[CH:23]=[CH:22][C:18]([C:19]([NH:30][CH:34]([CH3:35])[CH3:33])=[O:21])=[CH:17][N:16]=3)=[C:11]([CH3:24])[O:10][N:9]=2)[CH:5]=[CH:6][CH:7]=1. The yield is 0.510. (2) The reactants are [Br:1][C:2]1[CH:3]=[C:4]2[N:10]=[C:9](SC)[O:8][C:5]2=[N:6][CH:7]=1.Br[C:14]1[CH:15]=[C:16]([N+:21]([O-])=O)[C:17](O)=[N:18][CH:19]=1.Cl.C(O[CH2:29][CH3:30])(=O)C. No catalyst specified. The product is [Br:1][C:2]1[CH:3]=[C:4]2[N:10]=[C:9]([N:21]3[CH:15]4[CH2:29][CH2:30][N:18]([CH2:19][CH2:14]4)[CH2:17][CH2:16]3)[O:8][C:5]2=[N:6][CH:7]=1. The yield is 0.640. (3) The catalyst is C1COCC1.CCOC(C)=O. The product is [CH3:1][C:2]1([CH3:24])[O:7][CH2:6][CH:5]([N:8]2[C:17](=[O:18])[CH2:16][NH:15][C:14]3[CH:13]=[CH:12][C:11]([O:22][CH3:23])=[N:10][C:9]2=3)[CH2:4][O:3]1. The yield is 0.820. The reactants are [CH3:1][C:2]1([CH3:24])[O:7][CH2:6][CH:5]([NH:8][C:9]2[C:14]([NH:15][CH2:16][C:17](OCC)=[O:18])=[CH:13][CH:12]=[C:11]([O:22][CH3:23])[N:10]=2)[CH2:4][O:3]1.[H-].[Na+].[NH4+].[Cl-].